This data is from Reaction yield outcomes from USPTO patents with 853,638 reactions. The task is: Predict the reaction yield, written as a fraction of the theoretical maximum amount of product (1.0 means a 100% yield; for example, 0.34 means a 34% yield). (1) The reactants are [C:1]([NH:4][C:5]1[S:6][C:7]([C:11]2[CH:12]=[C:13]([S:17](Cl)(=[O:19])=[O:18])[S:14][C:15]=2[Br:16])=[C:8]([CH3:10])[N:9]=1)(=[O:3])[CH3:2].C(N(CC)CC)C.[CH3:28][N:29]([CH3:34])[CH2:30][CH2:31][CH2:32][NH2:33]. The catalyst is C(Cl)Cl. The product is [Br:16][C:15]1[S:14][C:13]([S:17](=[O:19])(=[O:18])[NH:33][CH2:32][CH2:31][CH2:30][N:29]([CH3:34])[CH3:28])=[CH:12][C:11]=1[C:7]1[S:6][C:5]([NH:4][C:1](=[O:3])[CH3:2])=[N:9][C:8]=1[CH3:10]. The yield is 0.860. (2) The reactants are [O:1]1[CH2:6][C:5](=O)[NH:4][C:3]2[N:8]=[CH:9][CH:10]=[CH:11][C:2]1=2.[H-].[H-].[H-].[H-].[Li+].[Al+3]. The catalyst is C1COCC1. The product is [O:1]1[CH2:6][CH2:5][NH:4][C:3]2[N:8]=[CH:9][CH:10]=[CH:11][C:2]1=2. The yield is 0.790. (3) The reactants are [Br:1][C:2]1[CH:11]=[CH:10][C:5]([C:6]([O:8]C)=O)=[C:4]([CH2:12]Br)[CH:3]=1.[CH3:14][O:15][C:16]1[CH:21]=[C:20]([O:22][CH3:23])[CH:19]=[CH:18][C:17]=1[CH2:24][NH2:25].C(N(CC)CC)C. The catalyst is C1COCC1. The product is [Br:1][C:2]1[CH:3]=[C:4]2[C:5](=[CH:10][CH:11]=1)[C:6](=[O:8])[N:25]([CH2:24][C:17]1[CH:18]=[CH:19][C:20]([O:22][CH3:23])=[CH:21][C:16]=1[O:15][CH3:14])[CH2:12]2. The yield is 0.440. (4) The reactants are [NH:1]1[C:9]2[C:4](=[CH:5][CH:6]=[CH:7][CH:8]=2)[CH2:3][C:2]1=[O:10].[CH2:11]([N:13]([CH2:28][CH3:29])[CH2:14][CH2:15][NH:16][C:17]([C:19]1[C:23]([CH3:24])=[C:22]([CH:25]=O)[NH:21][C:20]=1[CH3:27])=[O:18])[CH3:12]. The catalyst is N1CCCCC1.C(O)C. The product is [CH2:28]([N:13]([CH2:11][CH3:12])[CH2:14][CH2:15][NH:16][C:17]([C:19]1[C:23]([CH3:24])=[C:22]([CH:25]=[C:3]2[C:4]3[C:9](=[CH:8][CH:7]=[CH:6][CH:5]=3)[NH:1][C:2]2=[O:10])[NH:21][C:20]=1[CH3:27])=[O:18])[CH3:29]. The yield is 0.550. (5) The reactants are Cl[CH2:2][C@@H:3]1[O:12][CH2:11][C@@H:6]2[CH2:7][O:8][CH2:9][CH2:10][N:5]2[CH2:4]1.[C:13]([O-:16])(=[O:15])[CH3:14].[K+]. The catalyst is CN(C=O)C. The product is [C:13]([O:16][CH2:2][CH:3]1[O:12][CH2:11][CH:6]2[CH2:7][O:8][CH2:9][CH2:10][N:5]2[CH2:4]1)(=[O:15])[CH3:14]. The yield is 0.420. (6) The yield is 0.230. The product is [NH2:47][C:44]1[S:45][CH:46]=[C:42](/[C:22](=[N:21]/[O:20][C:17]2([C:15]([OH:16])=[O:14])[CH2:18][CH2:19]2)/[C:23](=[O:24])[NH:25][C@H:26]2[C@@H:29]([CH2:30][N:31]3[CH2:35][CH2:34][O:33][C:32]3=[O:36])[N:28]([S:37]([OH:40])(=[O:39])=[O:38])[C:27]2=[O:41])[N:43]=1. The catalyst is C(Cl)Cl. The reactants are C([O:14][C:15]([C:17]1([O:20]/[N:21]=[C:22](/[C:42]2[N:43]=[C:44]([NH:47]C(OC(C)(C)C)=O)[S:45][CH:46]=2)\[C:23]([NH:25][C@H:26]2[C@@H:29]([CH2:30][N:31]3[CH2:35][CH2:34][O:33][C:32]3=[O:36])[N:28]([S:37]([OH:40])(=[O:39])=[O:38])[C:27]2=[O:41])=[O:24])[CH2:19][CH2:18]1)=[O:16])(C1C=CC=CC=1)C1C=CC=CC=1.C(O)(C(F)(F)F)=O. (7) The reactants are Cl.[C:2]([C:4]1[C:5](O)=[C:6]([C:10]2[N:20]=[CH:19][CH:18]=[CH:17][C:11]=2[C:12]([O:14][CH2:15][CH3:16])=[O:13])[CH:7]=[CH:8][CH:9]=1)#[N:3].CS([O:26][CH2:27][CH2:28][C:29]1[CH:34]=[CH:33][CH:32]=[CH:31][C:30]=1[O:35][CH3:36])(=O)=O.C(=O)([O-])[O-].[K+].[K+]. The catalyst is CN(C=O)C. The product is [C:2]([C:4]1[CH:5]=[C:6]([C:10]2[N:20]=[CH:19][CH:18]=[CH:17][C:11]=2[C:12]([O:14][CH2:15][CH3:16])=[O:13])[CH:7]=[CH:8][C:9]=1[O:26][CH2:27][CH2:28][C:29]1[CH:34]=[CH:33][CH:32]=[CH:31][C:30]=1[O:35][CH3:36])#[N:3]. The yield is 0.500. (8) The reactants are [C:1]([O:16][CH2:17][CH3:18])(=[O:15])[CH:2]=[CH:3][CH2:4][CH2:5][CH2:6][CH2:7][CH2:8][CH2:9][CH2:10][CH2:11][CH2:12][CH2:13][CH3:14].[NH2:19][CH2:20][CH2:21][CH2:22][NH:23][CH2:24][CH2:25][CH2:26][CH2:27][NH:28][CH2:29][CH2:30][CH2:31][NH2:32]. The catalyst is CCO. The product is [NH2:32][CH2:31][CH2:30][CH2:29][NH:28][CH2:27][CH2:26][CH2:25][CH2:24][NH:23][CH2:22][CH2:21][CH2:20][NH:19][CH:3]([CH2:4][CH2:5][CH2:6][CH2:7][CH2:8][CH2:9][CH2:10][CH2:11][CH2:12][CH2:13][CH3:14])[CH2:2][C:1]([O:16][CH2:17][CH3:18])=[O:15]. The yield is 0.430.